Task: Regression. Given a peptide amino acid sequence and an MHC pseudo amino acid sequence, predict their binding affinity value. This is MHC class II binding data.. Dataset: Peptide-MHC class II binding affinity with 134,281 pairs from IEDB The peptide sequence is RLATAIAGAWENGVC. The MHC is DRB3_0101 with pseudo-sequence DRB3_0101. The binding affinity (normalized) is 0.